Dataset: Full USPTO retrosynthesis dataset with 1.9M reactions from patents (1976-2016). Task: Predict the reactants needed to synthesize the given product. (1) Given the product [Br-:13].[CH2:14]([N+:1]1[CH:2]=[CH:3][CH:4]=[C:5]([C@@H:7]2[CH2:12][CH2:11][CH2:10][N:8]2[CH3:9])[CH:6]=1)[CH2:15][CH2:16]/[CH:17]=[CH:18]/[CH2:19][CH2:20][CH2:21][CH2:22][CH3:23], predict the reactants needed to synthesize it. The reactants are: [N:1]1[CH:6]=[C:5]([C@@H:7]2[CH2:12][CH2:11][CH2:10][N:8]2[CH3:9])[CH:4]=[CH:3][CH:2]=1.[Br:13][CH2:14][CH2:15][CH2:16]/[CH:17]=[CH:18]/[CH2:19][CH2:20][CH2:21][CH2:22][CH3:23]. (2) The reactants are: [Br:1][C:2]1[CH:3]=[C:4]2[C:9](=[CH:10][CH:11]=1)[N:8]([C:12](=O)[CH2:13][Cl:14])[CH2:7][CH2:6][CH2:5]2.B.C1COCC1. Given the product [Br:1][C:2]1[CH:3]=[C:4]2[C:9](=[CH:10][CH:11]=1)[N:8]([CH2:12][CH2:13][Cl:14])[CH2:7][CH2:6][CH2:5]2, predict the reactants needed to synthesize it. (3) Given the product [Br:29][CH2:1][C:2]1[CH:6]=[CH:5][S:4][C:3]=1[C:7]1[C:11]2[CH:12]=[C:13]([N:16]3[C:21](=[O:22])[CH:20]=[C:19]([C:23]([F:26])([F:25])[F:24])[N:18]([CH3:27])[C:17]3=[O:28])[CH:14]=[CH:15][C:10]=2[S:9][N:8]=1, predict the reactants needed to synthesize it. The reactants are: [CH3:1][C:2]1[CH:6]=[CH:5][S:4][C:3]=1[C:7]1[C:11]2[CH:12]=[C:13]([N:16]3[C:21](=[O:22])[CH:20]=[C:19]([C:23]([F:26])([F:25])[F:24])[N:18]([CH3:27])[C:17]3=[O:28])[CH:14]=[CH:15][C:10]=2[S:9][N:8]=1.[Br:29]N1C(=O)CCC1=O. (4) Given the product [ClH:1].[Cl:1][C:2]1[CH:3]=[CH:4][C:5]([C:8]2[N:12]([C:13]3[CH:18]=[CH:17][C:16]([Cl:19])=[CH:15][C:14]=3[Cl:20])[N:11]=[C:10]([C:21]([NH:35][N:29]3[CH2:28][C:27]([F:26])([F:36])[CH2:32][C:31]([F:33])([F:34])[CH2:30]3)=[O:23])[C:9]=2[CH3:24])=[CH:6][CH:7]=1, predict the reactants needed to synthesize it. The reactants are: [Cl:1][C:2]1[CH:7]=[CH:6][C:5]([C:8]2[N:12]([C:13]3[CH:18]=[CH:17][C:16]([Cl:19])=[CH:15][C:14]=3[Cl:20])[N:11]=[C:10]([C:21]([OH:23])=O)[C:9]=2[CH3:24])=[CH:4][CH:3]=1.Cl.[F:26][C:27]1([F:36])[CH2:32][C:31]([F:34])([F:33])[CH2:30][N:29]([NH2:35])[CH2:28]1. (5) The reactants are: N1(C([C:9]2[CH:14]=[CH:13][C:12]([N:15]3[CH2:20][CH2:19][CH:18]([N:21]4[CH2:25][C@@H:24]([O:26][CH2:27][CH2:28][CH3:29])[C@H:23]([NH:30][C:31](=[O:46])[CH2:32][NH:33][C:34](=[O:45])[C:35]5[CH:40]=[CH:39][CH:38]=[C:37]([C:41]([F:44])([F:43])[F:42])[CH:36]=5)[CH2:22]4)[CH2:17][CH2:16]3)=[CH:11][CH:10]=2)=O)CCOCC1.N1(C(C2C=CC(N3CCC(=O)CC3)=CC=2)=O)CC[O:50][CH2:49]C1. Given the product [CH3:49][O:50][C:9]1[CH:10]=[CH:11][C:12]([N:15]2[CH2:16][CH2:17][CH:18]([N:21]3[CH2:25][C@@H:24]([O:26][CH2:27][CH2:28][CH3:29])[C@H:23]([NH:30][C:31](=[O:46])[CH2:32][NH:33][C:34](=[O:45])[C:35]4[CH:40]=[CH:39][CH:38]=[C:37]([C:41]([F:44])([F:43])[F:42])[CH:36]=4)[CH2:22]3)[CH2:19][CH2:20]2)=[CH:13][CH:14]=1, predict the reactants needed to synthesize it. (6) Given the product [C:1]([C:5]1[CH:6]=[C:7]([CH:16]([OH:30])[C:17]#[C:18][C:19]2[CH:28]=[CH:27][C:22]([C:23]([OH:25])=[O:24])=[C:21]([OH:29])[CH:20]=2)[CH:8]=[CH:9][C:10]=1[N:11]([CH2:14][CH3:15])[CH2:12][CH3:13])([CH3:3])([CH3:4])[CH3:2], predict the reactants needed to synthesize it. The reactants are: [C:1]([C:5]1[CH:6]=[C:7]([CH:16]([OH:30])[C:17]#[C:18][C:19]2[CH:28]=[CH:27][C:22]([C:23]([O:25]C)=[O:24])=[C:21]([OH:29])[CH:20]=2)[CH:8]=[CH:9][C:10]=1[N:11]([CH2:14][CH3:15])[CH2:12][CH3:13])([CH3:4])([CH3:3])[CH3:2].[Cl-].[NH4+].Cl. (7) The reactants are: [Cl:1][C:2]1[C:3]([O:12][C:13]2[CH:18]=[C:17]([O:19][CH2:20][CH2:21][O:22][CH3:23])[CH:16]=[CH:15][C:14]=2[CH2:24][OH:25])=[N:4][CH:5]=[C:6]([C:8]([F:11])([F:10])[F:9])[CH:7]=1.[CH2:26]([N:32]([CH3:37])[S:33]([NH2:36])(=[O:35])=[O:34])[CH2:27][CH2:28][CH2:29][CH2:30][CH3:31].N12CCCN=C1CCCCC2.Cl.CN(C)[CH:52]=[O:53]. Given the product [CH2:26]([N:32]([CH3:37])[S:33]([NH:36][C:52](=[O:53])[O:25][CH2:24][C:14]1[CH:15]=[CH:16][C:17]([O:19][CH2:20][CH2:21][O:22][CH3:23])=[CH:18][C:13]=1[O:12][C:3]1[C:2]([Cl:1])=[CH:7][C:6]([C:8]([F:9])([F:11])[F:10])=[CH:5][N:4]=1)(=[O:35])=[O:34])[CH2:27][CH2:28][CH2:29][CH2:30][CH3:31], predict the reactants needed to synthesize it.